Dataset: Catalyst prediction with 721,799 reactions and 888 catalyst types from USPTO. Task: Predict which catalyst facilitates the given reaction. (1) Reactant: [CH3:1][O:2][C:3]1[CH:4]=[C:5]2[C:10](=[CH:11][C:12]=1[O:13][CH3:14])[N:9]=[CH:8][N:7]=[C:6]2[O:15][C:16]1[CH:22]=[CH:21][C:19]([NH2:20])=[CH:18][CH:17]=1.C(N(CC)CC)C.[C:30](Cl)(Cl)=[S:31].[NH2:34][N:35]1[CH2:40][CH2:39][CH2:38][CH2:37][CH2:36]1. Product: [CH3:1][O:2][C:3]1[CH:4]=[C:5]2[C:10](=[CH:11][C:12]=1[O:13][CH3:14])[N:9]=[CH:8][N:7]=[C:6]2[O:15][C:16]1[CH:22]=[CH:21][C:19]([NH:20][C:30]([NH:34][N:35]2[CH2:40][CH2:39][CH2:38][CH2:37][CH2:36]2)=[S:31])=[CH:18][CH:17]=1. The catalyst class is: 42. (2) Product: [CH:30]([C:2]1[CH:7]=[CH:6][C:5]([C:8]2[CH:13]=[CH:12][C:11]([O:14][CH2:15][CH2:16][CH2:17][CH2:18][CH2:19][CH2:20][CH3:21])=[CH:10][CH:9]=2)=[CH:4][CH:3]=1)=[O:31]. Reactant: Br[C:2]1[CH:7]=[CH:6][C:5]([C:8]2[CH:13]=[CH:12][C:11]([O:14][CH2:15][CH2:16][CH2:17][CH2:18][CH2:19][CH2:20][CH3:21])=[CH:10][CH:9]=2)=[CH:4][CH:3]=1.[Li]CCCC.CN([CH:30]=[O:31])C. The catalyst class is: 1. (3) Reactant: Br[CH2:2][C:3]1[CH:10]=[CH:9][C:6]([C:7]#[N:8])=[CH:5][CH:4]=1.[C:11]([O:15][C:16]([N:18]1[CH2:25][CH:24]2[O:26][CH:20]([CH2:21][NH:22][CH2:23]2)[CH2:19]1)=[O:17])([CH3:14])([CH3:13])[CH3:12].C([O-])([O-])=O.[K+].[K+]. Product: [C:11]([O:15][C:16]([N:18]1[CH2:19][CH:20]2[O:26][CH:24]([CH2:23][N:22]([CH2:2][C:3]3[CH:10]=[CH:9][C:6]([C:7]#[N:8])=[CH:5][CH:4]=3)[CH2:21]2)[CH2:25]1)=[O:17])([CH3:14])([CH3:12])[CH3:13]. The catalyst class is: 10.